From a dataset of Full USPTO retrosynthesis dataset with 1.9M reactions from patents (1976-2016). Predict the reactants needed to synthesize the given product. (1) Given the product [CH3:26][O:25][C:22]1[CH:21]=[CH:20][C:19]([C:16]2[CH:15]=[C:14]([CH2:13][NH:11][C:8]34[CH2:10][CH:4]5[CH2:5][CH:6]([CH2:1][CH:2]([CH2:3]5)[CH2:9]3)[CH2:7]4)[O:18][N:17]=2)=[CH:24][CH:23]=1, predict the reactants needed to synthesize it. The reactants are: [CH2:1]1[CH:6]2[CH2:7][C:8]3([NH2:11])[CH2:10][CH:4]([CH2:5]2)[CH2:3][CH:2]1[CH2:9]3.Cl[CH2:13][C:14]1[O:18][N:17]=[C:16]([C:19]2[CH:24]=[CH:23][C:22]([O:25][CH3:26])=[CH:21][CH:20]=2)[CH:15]=1. (2) Given the product [Br:1][C:2]1[C:3]2[N:4]([N:25]=[CH:24][N:23]=2)[C:5]([C:16]2[CH:21]=[CH:20][C:19]([CH3:22])=[CH:18][CH:17]=2)=[C:6]([C:8]2[CH:13]=[CH:12][C:11]([C:14]#[N:15])=[CH:10][CH:9]=2)[CH:7]=1, predict the reactants needed to synthesize it. The reactants are: [Br:1][C:2]1[C:3]([NH:23][CH:24]=[N:25]O)=[N:4][C:5]([C:16]2[CH:21]=[CH:20][C:19]([CH3:22])=[CH:18][CH:17]=2)=[C:6]([C:8]2[CH:13]=[CH:12][C:11]([C:14]#[N:15])=[CH:10][CH:9]=2)[CH:7]=1.FC(F)(F)C(OC(=O)C(F)(F)F)=O.